Dataset: Forward reaction prediction with 1.9M reactions from USPTO patents (1976-2016). Task: Predict the product of the given reaction. (1) Given the reactants [Cl:1][C:2]1[N:7]=[C:6]([C@:8]2([CH3:19])[CH2:13][C@@H:12]([C:14]([F:17])([F:16])[F:15])[O:11][C:10]([NH2:18])=[N:9]2)[C:5]([F:20])=[CH:4][CH:3]=1.C(N(C(C)C)CC)(C)C.[CH3:30][O:31][C:32]1[CH:53]=[CH:52][C:35]([C:36](Cl)([C:45]2[CH:50]=[CH:49][CH:48]=[CH:47][CH:46]=2)[C:37]2[CH:42]=[CH:41][C:40]([O:43][CH3:44])=[CH:39][CH:38]=2)=[CH:34][CH:33]=1, predict the reaction product. The product is: [CH3:44][O:43][C:40]1[CH:39]=[CH:38][C:37]([C:36]([C:35]2[CH:34]=[CH:33][C:32]([O:31][CH3:30])=[CH:53][CH:52]=2)([C:45]2[CH:50]=[CH:49][CH:48]=[CH:47][CH:46]=2)[NH:18][C:10]2[O:11][C@H:12]([C:14]([F:16])([F:15])[F:17])[CH2:13][C@:8]([C:6]3[C:5]([F:20])=[CH:4][CH:3]=[C:2]([Cl:1])[N:7]=3)([CH3:19])[N:9]=2)=[CH:42][CH:41]=1. (2) The product is: [Cl:6][C:7]1[CH:8]=[C:9]([CH:12]=[C:13]([CH2:1][N:2]([CH3:4])[CH3:3])[C:14]=1[OH:15])[CH:10]=[O:11]. Given the reactants [CH3:1][NH:2][CH3:3].[CH2:4]=O.[Cl:6][C:7]1[CH:8]=[C:9]([CH:12]=[CH:13][C:14]=1[OH:15])[CH:10]=[O:11], predict the reaction product. (3) Given the reactants [F:1][C:2]1[CH:9]=[CH:8][C:7]([CH:10]=[O:11])=[CH:6][C:3]=1[C:4]#[N:5].[CH2:12](O)[CH2:13][OH:14].C1(C)C=CC(S(O)(=O)=O)=CC=1.C(OCC)(=O)C, predict the reaction product. The product is: [O:11]1[CH2:12][CH2:13][O:14][CH:10]1[C:7]1[CH:8]=[CH:9][C:2]([F:1])=[C:3]([CH:6]=1)[C:4]#[N:5]. (4) The product is: [Br:1][C:2]1[CH:3]=[CH:4][C:5]([F:17])=[C:6]([C:8]2[N:9]([CH3:18])[C:10]3[CH:16]=[CH:15][CH:14]=[CH:13][C:11]=3[N:12]=2)[CH:7]=1. Given the reactants [Br:1][C:2]1[CH:3]=[CH:4][C:5]([F:17])=[C:6]([C:8]2[NH:12][C:11]3[CH:13]=[CH:14][CH:15]=[CH:16][C:10]=3[N:9]=2)[CH:7]=1.[CH3:18]I, predict the reaction product. (5) Given the reactants Cl.[Cl:2][C:3]1[C:4]([O:31]COC)=[CH:5][C:6]([O:27]COC)=[C:7]([CH:26]=1)[C:8]([N:10]1[CH2:18][C:17]2[C:12](=[CH:13][CH:14]=[CH:15][CH:16]=2)[CH:11]1[C:19]([NH:21][CH2:22][CH2:23][N+:24]#[C-:25])=[O:20])=[O:9].C([O-])(O)=O.[Na+], predict the reaction product. The product is: [Cl:2][C:3]1[C:4]([OH:31])=[CH:5][C:6]([OH:27])=[C:7]([CH:26]=1)[C:8]([N:10]1[CH2:18][C:17]2[C:12](=[CH:13][CH:14]=[CH:15][CH:16]=2)[CH:11]1[C:19]([NH:21][CH2:22][CH2:23][N+:24]#[C-:25])=[O:20])=[O:9]. (6) Given the reactants CC1C=CC(S(O[CH2:12][CH:13]2[CH2:18][CH2:17][N:16]([CH2:19][C:20]3[O:24][N:23]=[C:22]([C:25]4[CH:30]=[CH:29][CH:28]=[CH:27][CH:26]=4)[CH:21]=3)[CH2:15][CH2:14]2)(=O)=O)=CC=1.[C:31]1([CH:37]2[C:46]3[C:41](=[CH:42][CH:43]=[CH:44][CH:45]=3)[C:40](=[O:47])[NH:39][CH2:38]2)[CH:36]=[CH:35][CH:34]=[CH:33][CH:32]=1.ClC1C=C2C(=CC=1)C(=O)NCC2, predict the reaction product. The product is: [C:31]1([CH:37]2[C:46]3[C:41](=[CH:42][CH:43]=[CH:44][CH:45]=3)[C:40](=[O:47])[N:39]([CH2:12][CH:13]3[CH2:14][CH2:15][N:16]([CH2:19][C:20]4[O:24][N:23]=[C:22]([C:25]5[CH:26]=[CH:27][CH:28]=[CH:29][CH:30]=5)[CH:21]=4)[CH2:17][CH2:18]3)[CH2:38]2)[CH:32]=[CH:33][CH:34]=[CH:35][CH:36]=1. (7) Given the reactants Br.C(O[CH2:6][CH2:7][N:8]1[CH:13]=[C:12]([C:14]([F:17])([F:16])[F:15])[CH:11]=[CH:10][C:9]1=[NH:18])(=O)C.P(Br)(Br)([Br:21])=O.C(#N)CC.C(=O)(O)[O-].[Na+], predict the reaction product. The product is: [Br:21][C:6]1[N:18]=[C:9]2[CH:10]=[CH:11][C:12]([C:14]([F:17])([F:16])[F:15])=[CH:13][N:8]2[CH:7]=1. (8) Given the reactants [C:1]1([Si:7]([O:12][CH3:13])([O:10][CH3:11])[O:8][CH3:9])[CH:6]=[CH:5][CH:4]=[CH:3][CH:2]=1.C(O)[C:15]1[CH:20]=[CH:19][CH:18]=[CH:17][CH:16]=1, predict the reaction product. The product is: [C:1]1([Si:7]([O:12][CH3:13])([O:8][CH3:9])[O:10][CH2:11][C:15]2[CH:20]=[CH:19][CH:18]=[CH:17][CH:16]=2)[CH:2]=[CH:3][CH:4]=[CH:5][CH:6]=1.